Regression. Given a peptide amino acid sequence and an MHC pseudo amino acid sequence, predict their binding affinity value. This is MHC class II binding data. From a dataset of Peptide-MHC class II binding affinity with 134,281 pairs from IEDB. (1) The peptide sequence is MRKPQQGASGVVRVW. The MHC is H-2-IEd with pseudo-sequence H-2-IEd. The binding affinity (normalized) is 0.0169. (2) The peptide sequence is LLDILDTAGLEEYSAMRD. The MHC is DRB1_0301 with pseudo-sequence DRB1_0301. The binding affinity (normalized) is 0. (3) The peptide sequence is LWWSTMYLTHHYFVDL. The MHC is DRB1_0401 with pseudo-sequence DRB1_0401. The binding affinity (normalized) is 0.363.